Dataset: Reaction yield outcomes from USPTO patents with 853,638 reactions. Task: Predict the reaction yield, written as a fraction of the theoretical maximum amount of product (1.0 means a 100% yield; for example, 0.34 means a 34% yield). (1) The reactants are [CH3:1][C:2]1[C:6]([CH3:7])=[C:5]([NH:8][S:9]([C:12]2[S:13][C:14]([Br:17])=[CH:15][CH:16]=2)(=[O:11])=[O:10])[O:4][N:3]=1.[H-].[Na+].[CH3:20][O:21][CH2:22][CH2:23][O:24][CH2:25]Cl. The catalyst is C1COCC1. The product is [CH3:20][O:21][CH2:22][CH2:23][O:24][CH2:25][N:8]([C:5]1[O:4][N:3]=[C:2]([CH3:1])[C:6]=1[CH3:7])[S:9]([C:12]1[S:13][C:14]([Br:17])=[CH:15][CH:16]=1)(=[O:10])=[O:11]. The yield is 0.560. (2) The reactants are [O:1]1[C:5]2[CH:6]=[CH:7][C:8]([CH:10]3[CH:19]([C:20]([O:22][CH3:23])=[O:21])[CH:18](O)[C:17]4[C:12](=[CH:13][CH:14]=[CH:15][CH:16]=4)[O:11]3)=[CH:9][C:4]=2[O:3][CH2:2]1.C(N(CC)CC)C.CS(Cl)(=O)=O.N12CCCN=C1CCCCC2. The catalyst is ClCCl.C1C=CC=CC=1.C(OCC)(=O)C. The product is [O:1]1[C:5]2[CH:6]=[CH:7][C:8]([CH:10]3[C:19]([C:20]([O:22][CH3:23])=[O:21])=[CH:18][C:17]4[C:12](=[CH:13][CH:14]=[CH:15][CH:16]=4)[O:11]3)=[CH:9][C:4]=2[O:3][CH2:2]1. The yield is 0.580.